The task is: Predict the reaction yield, written as a fraction of the theoretical maximum amount of product (1.0 means a 100% yield; for example, 0.34 means a 34% yield).. This data is from Reaction yield outcomes from USPTO patents with 853,638 reactions. (1) The reactants are CC(C)([O-])C.[K+].[CH2:7]([N:14]1[CH2:19][CH2:18][N:17]([C:20]2[N:25]=[C:24]([N:26]([CH3:28])[CH3:27])[CH:23]=[C:22](Cl)[N:21]=2)[CH2:16][CH2:15]1)[C:8]1[CH:13]=[CH:12][CH:11]=[CH:10][CH:9]=1.[Cl:30][C:31]1[CH:32]=[C:33]([CH:35]=[CH:36][C:37]=1[Cl:38])[NH2:34].C1(P(C2C=CC=CC=2)C2C=CC3C(=CC=CC=3)C=2C2C3C(=CC=CC=3)C=CC=2P(C2C=CC=CC=2)C2C=CC=CC=2)C=CC=CC=1. The catalyst is O1CCOCC1. The product is [CH2:7]([N:14]1[CH2:19][CH2:18][N:17]([C:20]2[N:21]=[C:22]([NH:34][C:33]3[CH:35]=[CH:36][C:37]([Cl:38])=[C:31]([Cl:30])[CH:32]=3)[CH:23]=[C:24]([N:26]([CH3:28])[CH3:27])[N:25]=2)[CH2:16][CH2:15]1)[C:8]1[CH:13]=[CH:12][CH:11]=[CH:10][CH:9]=1. The yield is 0.650. (2) The reactants are [F:1][C:2]1[CH:7]=[CH:6][CH:5]=[C:4]([F:8])[C:3]=1[C:9]1[O:10][C:11]([C:17]2[CH:22]=[CH:21][C:20]([OH:23])=[CH:19][CH:18]=2)=[C:12]([C:14]([NH2:16])=[O:15])[N:13]=1.C([O-])([O-])=O.[K+].[K+].[CH2:30]([CH:32]1[O:34][CH2:33]1)Cl. The catalyst is CN(C=O)C.CCOC(C)=O. The product is [F:1][C:2]1[CH:7]=[CH:6][CH:5]=[C:4]([F:8])[C:3]=1[C:9]1[O:10][C:11]([C:17]2[CH:18]=[CH:19][C:20]([O:23][CH2:30][CH:32]3[CH2:33][O:34]3)=[CH:21][CH:22]=2)=[C:12]([C:14]([NH2:16])=[O:15])[N:13]=1. The yield is 0.870. (3) The reactants are [Br:1][C:2]1[C:11]2[C:6](=[CH:7][CH:8]=[CH:9][C:10]=2[CH3:12])[C:5](=O)[NH:4][CH:3]=1.O=P(Cl)(Cl)[Cl:16]. No catalyst specified. The product is [Br:1][C:2]1[C:11]2[C:6](=[CH:7][CH:8]=[CH:9][C:10]=2[CH3:12])[C:5]([Cl:16])=[N:4][CH:3]=1. The yield is 0.920.